From a dataset of NCI-60 drug combinations with 297,098 pairs across 59 cell lines. Regression. Given two drug SMILES strings and cell line genomic features, predict the synergy score measuring deviation from expected non-interaction effect. Drug 2: C1=CN(C=N1)CC(O)(P(=O)(O)O)P(=O)(O)O. Synergy scores: CSS=5.77, Synergy_ZIP=-1.74, Synergy_Bliss=0.101, Synergy_Loewe=0.627, Synergy_HSA=0.433. Cell line: UACC-257. Drug 1: CS(=O)(=O)CCNCC1=CC=C(O1)C2=CC3=C(C=C2)N=CN=C3NC4=CC(=C(C=C4)OCC5=CC(=CC=C5)F)Cl.